The task is: Predict the reactants needed to synthesize the given product.. This data is from Full USPTO retrosynthesis dataset with 1.9M reactions from patents (1976-2016). Given the product [CH3:1][O:2][C:3]1[CH:4]=[C:5]([CH2:9][CH2:10][CH2:11][CH2:12][C:13]([O:15][CH2:16][CH3:17])=[O:14])[CH:6]=[CH:7][CH:8]=1, predict the reactants needed to synthesize it. The reactants are: [CH3:1][O:2][C:3]1[CH:4]=[C:5]([CH:9]=[CH:10][CH:11]=[CH:12][C:13]([O:15][CH2:16][CH3:17])=[O:14])[CH:6]=[CH:7][CH:8]=1.[H][H].